Dataset: Full USPTO retrosynthesis dataset with 1.9M reactions from patents (1976-2016). Task: Predict the reactants needed to synthesize the given product. (1) Given the product [CH2:15]([CH:16]1[CH2:17][CH2:12][N:11]([C:23]([O:9][C:4]2[CH:5]=[CH:6][C:7]([F:8])=[C:2]([F:1])[CH:3]=2)=[O:29])[CH2:18][CH2:31]1)[C:14]#[CH:13], predict the reactants needed to synthesize it. The reactants are: [F:1][C:2]1[CH:3]=[C:4]([OH:9])[CH:5]=[CH:6][C:7]=1[F:8].C[N:11]([CH3:18])[C:12]1[CH:17]=[CH:16][CH:15]=[CH:14][CH:13]=1.ClC(Cl)(O[C:23](=[O:29])OC(Cl)(Cl)Cl)Cl.[CH2:31]1COCC1. (2) Given the product [NH2:1][C:2]1[N:6]([C:7]2[CH:12]=[CH:11][CH:10]=[C:9]([Cl:13])[C:8]=2[F:14])[N:5]=[CH:4][C:3]=1[C:15]([OH:17])=[O:16], predict the reactants needed to synthesize it. The reactants are: [NH2:1][C:2]1[N:6]([C:7]2[CH:12]=[CH:11][CH:10]=[C:9]([Cl:13])[C:8]=2[F:14])[N:5]=[CH:4][C:3]=1[C:15]([O:17]CC)=[O:16].[OH-].[Na+]. (3) Given the product [F:1][C:2]1[CH:7]=[C:6]([F:8])[CH:5]=[CH:4][C:3]=1[C@@H:9]([N:13]1[C@H:18]([CH2:19][CH:20]([CH3:22])[CH3:21])[C:17](=[O:23])[NH:16][C@H:15]([CH:24]2[CH2:25][C:26]3[C:31](=[CH:30][CH:29]=[CH:28][CH:27]=3)[CH2:32]2)[C:14]1=[O:33])[C:10]([N:36]([CH3:37])[CH3:34])=[O:12], predict the reactants needed to synthesize it. The reactants are: [F:1][C:2]1[CH:7]=[C:6]([F:8])[CH:5]=[CH:4][C:3]=1[CH:9]([N:13]1[C@H:18]([CH2:19][CH:20]([CH3:22])[CH3:21])[C:17](=[O:23])[NH:16][C@H:15]([CH:24]2[CH2:32][C:31]3[C:26](=[CH:27][CH:28]=[CH:29][CH:30]=3)[CH2:25]2)[C:14]1=[O:33])[C:10]([OH:12])=O.[CH2:34]([N:36](CC)[CH2:37]C)C.C1N(P(Cl)(N2C(=O)OCC2)=O)C(=O)OC1.CNC. (4) Given the product [CH:28]1([C@H:23]([NH:22][C:20]([C:14]2[CH:15]=[CH:16][C:17]([F:19])=[CH:18][C:13]=2[NH:12][C:10]([NH:9][C:5]2[C:6]([CH3:8])=[CH:7][C:2](/[CH:35]=[CH:36]/[CH2:37][CH2:38][CH3:39])=[CH:3][C:4]=2[CH3:34])=[O:11])=[O:21])[C:24]([O:26][CH3:27])=[O:25])[CH2:33][CH2:32][CH2:31][CH2:30][CH2:29]1, predict the reactants needed to synthesize it. The reactants are: Br[C:2]1[CH:7]=[C:6]([CH3:8])[C:5]([NH:9][C:10]([NH:12][C:13]2[CH:18]=[C:17]([F:19])[CH:16]=[CH:15][C:14]=2[C:20]([NH:22][C@@H:23]([CH:28]2[CH2:33][CH2:32][CH2:31][CH2:30][CH2:29]2)[C:24]([O:26][CH3:27])=[O:25])=[O:21])=[O:11])=[C:4]([CH3:34])[CH:3]=1.[CH:35](/B(O)O)=[CH:36]\[CH2:37][CH2:38][CH3:39].[F-].[Cs+]. (5) Given the product [F:1][C:2]1[CH:7]=[C:6]([F:8])[CH:5]=[CH:4][C:3]=1[S:9]([NH:12][C:13]1[C:14]([O:29][CH3:30])=[N:15][CH:16]=[C:17]([C:19]2[CH:24]=[CH:23][N:22]3[N:25]=[CH:26][C:27]([C:32]#[C:31][CH3:33])=[C:21]3[N:20]=2)[CH:18]=1)(=[O:11])=[O:10], predict the reactants needed to synthesize it. The reactants are: [F:1][C:2]1[CH:7]=[C:6]([F:8])[CH:5]=[CH:4][C:3]=1[S:9]([NH:12][C:13]1[C:14]([O:29][CH3:30])=[N:15][CH:16]=[C:17]([C:19]2[CH:24]=[CH:23][N:22]3[N:25]=[CH:26][C:27](I)=[C:21]3[N:20]=2)[CH:18]=1)(=[O:11])=[O:10].[CH:31](N(C(C)C)CC)([CH3:33])[CH3:32].C#CC. (6) Given the product [O:1]=[C:2]1[C:6]([C:7]2[CH:8]=[CH:9][CH:10]=[CH:11][CH:12]=2)([C:13]2[CH:18]=[CH:17][CH:16]=[CH:15][CH:14]=2)[CH2:5][CH2:4][N:3]1[CH2:19][C:20]([NH:41][CH2:40][C:36]1[CH:37]=[CH:38][CH:39]=[C:34]([C:33]([F:32])([F:42])[F:43])[CH:35]=1)=[O:21], predict the reactants needed to synthesize it. The reactants are: [O:1]=[C:2]1[C:6]([C:13]2[CH:18]=[CH:17][CH:16]=[CH:15][CH:14]=2)([C:7]2[CH:12]=[CH:11][CH:10]=[CH:9][CH:8]=2)[CH2:5][CH2:4][N:3]1[CH2:19][C:20](O)=[O:21].C(N(C(C)C)CC)(C)C.[F:32][C:33]([F:43])([F:42])[C:34]1[CH:35]=[C:36]([CH2:40][NH2:41])[CH:37]=[CH:38][CH:39]=1. (7) Given the product [F:11][C:12]1[C:13]([NH:28][C:29]2[CH:34]=[CH:33][C:32]([I:35])=[CH:31][C:30]=2[F:36])=[C:14]([CH:22]=[C:23](/[CH:26]=[N:1]/[O:2][CH2:3][C:4](=[O:5])[NH:6][CH3:7])[C:24]=1[F:25])[C:15]([NH:17][O:18][CH2:19][CH2:20][OH:21])=[O:16], predict the reactants needed to synthesize it. The reactants are: [NH2:1][O:2][CH2:3][C:4]([NH:6][CH3:7])=[O:5].C(Cl)Cl.[F:11][C:12]1[C:13]([NH:28][C:29]2[CH:34]=[CH:33][C:32]([I:35])=[CH:31][C:30]=2[F:36])=[C:14]([CH:22]=[C:23]([CH:26]=O)[C:24]=1[F:25])[C:15]([NH:17][O:18][CH2:19][CH2:20][OH:21])=[O:16]. (8) Given the product [NH2:2][C:1](=[N:24][OH:25])[C:3]1[CH:22]=[CH:21][C:6]([CH2:7][N:8]([CH3:20])[C@H:9]([C:10]([O:12][C:13]([CH3:15])([CH3:14])[CH3:16])=[O:11])[CH:17]([CH3:19])[CH3:18])=[C:5]([F:23])[CH:4]=1, predict the reactants needed to synthesize it. The reactants are: [C:1]([C:3]1[CH:22]=[CH:21][C:6]([CH2:7][N:8]([CH3:20])[CH:9]([CH:17]([CH3:19])[CH3:18])[C:10]([O:12][C:13]([CH3:16])([CH3:15])[CH3:14])=[O:11])=[C:5]([F:23])[CH:4]=1)#[N:2].[NH2:24][OH:25]. (9) Given the product [CH3:2][O:3][C:4]([C@H:6]1[CH2:11][CH2:10][C@H:9]([N+:12]#[C-:13])[CH2:8][CH2:7]1)=[O:5], predict the reactants needed to synthesize it. The reactants are: Cl.[CH3:2][O:3][C:4]([C@H:6]1[CH2:11][CH2:10][C@H:9]([NH2:12])[CH2:8][CH2:7]1)=[O:5].[CH2:13](N(CC)CC)C.ClC(Cl)(OC(=O)OC(Cl)(Cl)Cl)Cl.